From a dataset of Full USPTO retrosynthesis dataset with 1.9M reactions from patents (1976-2016). Predict the reactants needed to synthesize the given product. (1) Given the product [F:1][C:2]1[CH:3]=[C:4]([C:21]([O:23][CH3:24])=[O:22])[C:5]2[O:9][C:8]([C:10]3[CH:11]=[CH:12][C:13]([CH2:16][NH:17][CH3:18])=[CH:14][N:26]=3)=[CH:7][C:6]=2[CH:20]=1, predict the reactants needed to synthesize it. The reactants are: [F:1][C:2]1[CH:3]=[C:4]([C:21]([O:23][CH3:24])=[O:22])[C:5]2[O:9][C:8]([C:10]3C=[CH:14][C:13]([CH2:16][N:17](C)[CH3:18])=[CH:12][CH:11]=3)=[CH:7][C:6]=2[CH:20]=1.C[NH:26]CC1C=NC(C#C)=CC=1.FC1C=C(C(OC)=O)C(O)=C(I)C=1. (2) Given the product [C:26]([NH:25][CH:8]1[C:7]2[S:6][C:5]([C:3]([NH2:31])=[O:2])=[N:14][C:13]=2[C:12]2[CH:15]=[C:16]([C:19]#[C:20][C:21]([OH:24])([CH3:22])[CH3:23])[CH:17]=[CH:18][C:11]=2[O:10][CH2:9]1)(=[O:28])[CH3:27], predict the reactants needed to synthesize it. The reactants are: C[O:2][C:3]([C:5]1[S:6][C:7]2[CH:8]([NH:25][C:26](=[O:28])[CH3:27])[CH2:9][O:10][C:11]3[CH:18]=[CH:17][C:16]([C:19]#[C:20][C:21]([OH:24])([CH3:23])[CH3:22])=[CH:15][C:12]=3[C:13]=2[N:14]=1)=O.CO.[NH3:31]. (3) Given the product [N+:29]([C:25]1[CH:24]=[C:23]([C:9]2[CH:13]=[N:12][NH:11][CH:10]=2)[CH:28]=[CH:27][CH:26]=1)([O-:31])=[O:30], predict the reactants needed to synthesize it. The reactants are: CC1(C)C(C)(C)OB([C:9]2[CH:10]=[N:11][N:12](C(OC(C)(C)C)=O)[CH:13]=2)O1.Br[C:23]1[CH:28]=[CH:27][CH:26]=[C:25]([N+:29]([O-:31])=[O:30])[CH:24]=1.C([O-])([O-])=O.[Na+].[Na+]. (4) Given the product [CH2:20]([O:23][C@H:24]1[C:32]2[C:27](=[CH:28][C:29]([O:33][CH:34]([CH3:35])[CH3:36])=[CH:30][CH:31]=2)[C@@H:26]([NH:37][CH2:55][C@@H:53]([OH:54])[C@@H:45]([NH:44][C:43](=[O:56])[O:42][C:38]([CH3:40])([CH3:39])[CH3:41])[CH2:46][C:47]2[CH:52]=[CH:51][CH:50]=[CH:49][CH:48]=2)[CH2:25]1)[CH:21]=[CH2:22], predict the reactants needed to synthesize it. The reactants are: FC(F)(F)C(N[C@@H]1C2C(=CC=C(OC)C=2)C(=O)C1)=O.[CH2:20]([O:23][C@H:24]1[C:32]2[C:27](=[CH:28][C:29]([O:33][CH:34]([CH3:36])[CH3:35])=[CH:30][CH:31]=2)[C@@H:26]([NH2:37])[CH2:25]1)[CH:21]=[CH2:22].[C:38]([O:42][C:43](=[O:56])[NH:44][C@H:45]([CH:53]1[CH2:55][O:54]1)[CH2:46][C:47]1[CH:52]=[CH:51][CH:50]=[CH:49][CH:48]=1)([CH3:41])([CH3:40])[CH3:39].Cl([O-])(=O)(=O)=O.[Li+].[Cl-].[Na+].O.C([O-])(O)=O.[Na+]. (5) Given the product [Cl:1][C:2]1[N:7]=[C:6]([CH:8]=[O:38])[C:5]2[C:9]([N:31]3[CH2:36][CH2:35][O:34][CH2:33][CH2:32]3)=[N:10][N:11]([C:12]([C:19]3[CH:24]=[CH:23][CH:22]=[CH:21][CH:20]=3)([C:25]3[CH:26]=[CH:27][CH:28]=[CH:29][CH:30]=3)[C:13]3[CH:14]=[CH:15][CH:16]=[CH:17][CH:18]=3)[C:4]=2[CH:3]=1, predict the reactants needed to synthesize it. The reactants are: [Cl:1][C:2]1[N:7]=[C:6]([CH3:8])[C:5]2[C:9]([N:31]3[CH2:36][CH2:35][O:34][CH2:33][CH2:32]3)=[N:10][N:11]([C:12]([C:25]3[CH:30]=[CH:29][CH:28]=[CH:27][CH:26]=3)([C:19]3[CH:24]=[CH:23][CH:22]=[CH:21][CH:20]=3)[C:13]3[CH:18]=[CH:17][CH:16]=[CH:15][CH:14]=3)[C:4]=2[CH:3]=1.[Se](=O)=[O:38]. (6) Given the product [CH3:22][S:23]([O:12][CH2:11][C:3]1[CH:4]=[CH:5][C:6]([N+:8]([O-:10])=[O:9])=[CH:7][C:2]=1[I:1])(=[O:25])=[O:24], predict the reactants needed to synthesize it. The reactants are: [I:1][C:2]1[CH:7]=[C:6]([N+:8]([O-:10])=[O:9])[CH:5]=[CH:4][C:3]=1[CH2:11][OH:12].C(N(CC)C(C)C)(C)C.[CH3:22][S:23](Cl)(=[O:25])=[O:24]. (7) Given the product [ClH:34].[ClH:34].[NH:25]1[C:26]2[C:31](=[CH:30][CH:29]=[CH:28][CH:27]=2)[C:23](/[CH:22]=[CH:21]/[C:18]2[CH:19]=[CH:20][C:15]([C:14]([N:11]3[CH2:12][CH2:13][NH:8][CH2:9][CH2:10]3)=[O:33])=[C:16]([CH3:32])[CH:17]=2)=[N:24]1, predict the reactants needed to synthesize it. The reactants are: CC(OC([N:8]1[CH2:13][CH2:12][N:11]([C:14](=[O:33])[C:15]2[CH:20]=[CH:19][C:18](/[CH:21]=[CH:22]/[C:23]3[C:31]4[C:26](=[CH:27][CH:28]=[CH:29][CH:30]=4)[NH:25][N:24]=3)=[CH:17][C:16]=2[CH3:32])[CH2:10][CH2:9]1)=O)(C)C.[ClH:34].CO.